From a dataset of Full USPTO retrosynthesis dataset with 1.9M reactions from patents (1976-2016). Predict the reactants needed to synthesize the given product. (1) Given the product [Si:13]([O:1][C@H:2]1[CH2:6][CH2:5][O:4][C:3]1=[O:7])([C:16]([CH3:19])([CH3:18])[CH3:17])([CH3:15])[CH3:14], predict the reactants needed to synthesize it. The reactants are: [OH:1][C@H:2]1[CH2:6][CH2:5][O:4][C:3]1=[O:7].N1C=CN=C1.[Si:13](Cl)([C:16]([CH3:19])([CH3:18])[CH3:17])([CH3:15])[CH3:14]. (2) Given the product [Cl:21][CH2:22][CH2:23][CH2:24][CH2:25][CH:26]([C:27]1[NH:38][N:37]=[C:15]([NH:14][C:11]2[CH:12]=[CH:13][C:8]([N:6]3[CH:7]=[C:3]([Cl:2])[N:4]=[CH:5]3)=[C:9]([O:19][CH3:20])[CH:10]=2)[N:16]=1)[C:30]1[CH:35]=[CH:34][CH:33]=[C:32]([F:36])[CH:31]=1, predict the reactants needed to synthesize it. The reactants are: I.[Cl:2][C:3]1[N:4]=[CH:5][N:6]([C:8]2[CH:13]=[CH:12][C:11]([NH:14][C:15](SC)=[NH:16])=[CH:10][C:9]=2[O:19][CH3:20])[CH:7]=1.[Cl:21][CH2:22][CH2:23][CH2:24][CH2:25][CH:26]([C:30]1[CH:35]=[CH:34][CH:33]=[C:32]([F:36])[CH:31]=1)[C:27](O)=O.[NH2:37][NH2:38]. (3) Given the product [Cl:11][C:4]1[N:3]=[C:2]([NH:1][C:12](=[O:17])[C:13]([CH3:16])([CH3:15])[CH3:14])[NH:7][C:6]2=[N:8][CH:9]=[CH:10][C:5]=12, predict the reactants needed to synthesize it. The reactants are: [NH2:1][C:2]1[NH:7][C:6]2=[N:8][CH:9]=[CH:10][C:5]2=[C:4]([Cl:11])[N:3]=1.[C:12](Cl)(=[O:17])[C:13]([CH3:16])([CH3:15])[CH3:14]. (4) The reactants are: [Br:1]Br.[CH3:3][O:4][C:5]1[CH:10]=[CH:9][CH:8]=[CH:7][C:6]=1[NH2:11]. Given the product [Br:1][C:9]1[CH:8]=[CH:7][C:6]([NH2:11])=[C:5]([O:4][CH3:3])[CH:10]=1, predict the reactants needed to synthesize it. (5) Given the product [C:5]([CH:7]([C:20]1[CH:25]=[CH:24][CH:23]=[C:22]([F:26])[CH:21]=1)[CH:8]([C:13]1[CH:18]=[CH:17][C:16]([F:19])=[CH:15][CH:14]=1)[CH2:9][C:10]([O:12][C:27]1[CH2:32][CH2:31][CH2:30][C:29](=[O:33])[CH:28]=1)=[O:11])#[N:6], predict the reactants needed to synthesize it. The reactants are: S(Cl)(Cl)=O.[C:5]([CH:7]([C:20]1[CH:25]=[CH:24][CH:23]=[C:22]([F:26])[CH:21]=1)[CH:8]([C:13]1[CH:18]=[CH:17][C:16]([F:19])=[CH:15][CH:14]=1)[CH2:9][C:10]([OH:12])=[O:11])#[N:6].[C:27]1(=O)[CH2:32][CH2:31][CH2:30][C:29](=[O:33])[CH2:28]1.C(N(CC)CC)C. (6) Given the product [F:16][C:15]([F:18])([F:17])[C:2]([CH:3]=[N:19][C:20]1[CH:25]=[CH:24][CH:23]=[CH:22][CH:21]=1)([OH:1])[CH2:5][C:6]([C:8]1[CH:13]=[CH:12][CH:11]=[CH:10][CH:9]=1)([CH3:14])[CH3:7], predict the reactants needed to synthesize it. The reactants are: [OH:1][C:2]([C:15]([F:18])([F:17])[F:16])([CH2:5][C:6]([CH3:14])([C:8]1[CH:13]=[CH:12][CH:11]=[CH:10][CH:9]=1)[CH3:7])[CH:3]=O.[NH2:19][C:20]1[CH:25]=[CH:24][CH:23]=[CH:22][CH:21]=1. (7) Given the product [C:17](/[CH:18]=[C:2](\[O-:4])/[C:1]([O:8][CH2:9][CH3:10])=[O:7])#[N:19].[K+:16], predict the reactants needed to synthesize it. The reactants are: [C:1]([O:8][CH2:9][CH3:10])(=[O:7])[C:2]([O:4]CC)=O.CC(C)([O-])C.[K+:16].[C:17](#[N:19])[CH3:18].